This data is from Forward reaction prediction with 1.9M reactions from USPTO patents (1976-2016). The task is: Predict the product of the given reaction. The product is: [O:1]=[C:2]1[N:6]([C:7]2[CH:8]=[CH:9][C:10]3[C:16]4[NH:38][N:39]=[C:18]([C:20]5[O:21][C:22]([C:25]6[CH:26]=[CH:27][CH:28]=[CH:29][CH:30]=6)=[N:23][N:24]=5)[C:15]=4[CH2:14][CH2:13][CH2:12][C:11]=3[CH:31]=2)[CH2:5][C@H:4]([CH2:32][NH:33][C:34](=[O:36])[CH3:35])[O:3]1. Given the reactants [O:1]=[C:2]1[N:6]([C:7]2[CH:8]=[CH:9][C:10]3[C:16](=O)[CH:15]([C:18]([C:20]4[O:21][C:22]([C:25]5[CH:30]=[CH:29][CH:28]=[CH:27][CH:26]=5)=[N:23][N:24]=4)=O)[CH2:14][CH2:13][CH2:12][C:11]=3[CH:31]=2)[CH2:5][C@H:4]([CH2:32][NH:33][C:34](=[O:36])[CH3:35])[O:3]1.O.[NH2:38][NH2:39], predict the reaction product.